This data is from Retrosynthesis with 50K atom-mapped reactions and 10 reaction types from USPTO. The task is: Predict the reactants needed to synthesize the given product. (1) Given the product CC(C)(CC(=O)NC1CCc2cccnc2NC1=O)NC(=O)OC(C)(C)C, predict the reactants needed to synthesize it. The reactants are: CC(C)(CC(=O)O)NC(=O)OC(C)(C)C.NC1CCc2cccnc2NC1=O. (2) Given the product COC(=O)Cc1cccc(NCCCBr)c1, predict the reactants needed to synthesize it. The reactants are: BrCCCBr.COC(=O)Cc1cccc(N)c1. (3) Given the product Cn1nc(-c2ccccc2)c(C2=CCC(C)(C)CC2)c1C(OC(C)(C)C)C(=O)O, predict the reactants needed to synthesize it. The reactants are: COC(=O)C(OC(C)(C)C)c1c(C2=CCC(C)(C)CC2)c(-c2ccccc2)nn1C. (4) The reactants are: CC(C)(C)OC(=O)N[C@H](C(=O)N1CC=C[C@H]1C#N)C(C)(C)C. Given the product CC(C)(C)[C@H](N)C(=O)N1CC=C[C@H]1C#N, predict the reactants needed to synthesize it.